From a dataset of Full USPTO retrosynthesis dataset with 1.9M reactions from patents (1976-2016). Predict the reactants needed to synthesize the given product. (1) Given the product [CH3:32][N:33]1[CH:37]=[CH:36][C:35]([C:38]2[N:42]([C:43]3[CH:44]=[N:45][CH:46]=[CH:47][CH:48]=3)[N:41]=[C:40]([C:49]([N:28]3[CH2:29][CH2:30][N:25]([CH3:24])[C:26](=[O:31])[CH2:27]3)=[O:50])[CH:39]=2)=[CH:34]1, predict the reactants needed to synthesize it. The reactants are: ON1C2C=CC=CC=2N=N1.Cl.CN(C)CCCN=C=NCC.Cl.[CH3:24][N:25]1[CH2:30][CH2:29][NH:28][CH2:27][C:26]1=[O:31].[CH3:32][N:33]1[CH:37]=[CH:36][C:35]([C:38]2[N:42]([C:43]3[CH:44]=[N:45][CH:46]=[CH:47][CH:48]=3)[N:41]=[C:40]([C:49](O)=[O:50])[CH:39]=2)=[CH:34]1. (2) Given the product [CH3:16][NH:15][CH2:7][CH2:8][C:9]1[CH:14]=[CH:13][CH:12]=[CH:11][CH:10]=1, predict the reactants needed to synthesize it. The reactants are: [H-].[H-].[H-].[H-].[Li+].[Al+3].[CH2:7]([NH:15][CH:16]=O)[CH2:8][C:9]1[CH:14]=[CH:13][CH:12]=[CH:11][CH:10]=1. (3) Given the product [Br:1][C:2]1([CH3:8])[CH:7]=[C:6]([CH3:10])[CH:5]=[CH:4][NH:3]1, predict the reactants needed to synthesize it. The reactants are: [Br:1][C:2]1([CH3:8])[CH:7]=[CH:6][CH:5]=[CH:4][NH:3]1.N[C:10]1(C)C=C(C)C=CN1. (4) Given the product [P:1]([OH:11])([OH:3])([O:19][CH2:20][O:21][C:22]1[CH:27]=[C:26]([CH2:28][CH:29]2[CH2:34][CH2:33][C:32]([CH3:36])([CH3:35])[CH2:31][CH2:30]2)[NH:25][C:24](=[O:37])[C:23]=1[C:38]1[CH:39]=[CH:40][CH:41]=[CH:42][CH:43]=1)=[O:2], predict the reactants needed to synthesize it. The reactants are: [P:1]([O:19][CH2:20][O:21][C:22]1[CH:27]=[C:26]([CH2:28][CH:29]2[CH2:34][CH2:33][C:32]([CH3:36])([CH3:35])[CH2:31][CH2:30]2)[NH:25][C:24](=[O:37])[C:23]=1[C:38]1[CH:43]=[CH:42][CH:41]=[CH:40][CH:39]=1)([O:11]CC1C=CC=CC=1)([O:3]CC1C=CC=CC=1)=[O:2].